Dataset: Full USPTO retrosynthesis dataset with 1.9M reactions from patents (1976-2016). Task: Predict the reactants needed to synthesize the given product. Given the product [I:20][C:11]1[CH:12]=[C:13]2[C:8]([NH:7][C:6]3[C:5]([C:16]([O:18][CH3:19])=[O:17])=[CH:4][CH:3]=[CH:2][C:15]=3[CH2:14]2)=[CH:9][CH:10]=1, predict the reactants needed to synthesize it. The reactants are: I[C:2]1[C:15]2[CH2:14][C:13]3[C:8](=[CH:9][CH:10]=[CH:11][CH:12]=3)[NH:7][C:6]=2[C:5]([C:16]([O:18][CH3:19])=[O:17])=[CH:4][CH:3]=1.[I:20]C1C=C2C(NC3C(C(OC)=O)=CC=CC=3C2=O)=CC=1.[K+].[Br-].C1C=CC([I+]C2C(C([O-])=O)=CC=CC=2)=CC=1.CC1C=NC2C(=CC=C([N+]([O-])=O)C=2)N=1.IC1C=C2C(=CC=1)N=C(C(OCC)=O)C=N2.C(N(CC)CCNC(C1C=CC2C(=CC=C(I)C=2)N=1)=O)C.IC1C=C2C(=CC=1)N=C(C(OCC)=O)C=C2.IC1C=C2C(=CC=1)NC=C(C(OCC)=O)C2=O.[N+](C1C=C2C(=CC=1)N=C(C(OCC)=O)C=N2)([O-])=O.